From a dataset of Catalyst prediction with 721,799 reactions and 888 catalyst types from USPTO. Predict which catalyst facilitates the given reaction. (1) Reactant: [Cl:1][C:2]1[CH:7]=[CH:6][C:5]([N+:8]([O-:10])=[O:9])=[C:4](F)[CH:3]=1.[NH2:12][C:13]1[CH:18]=[CH:17][CH:16]=[CH:15][CH:14]=1.C(=O)([O-])[O-].[K+].[K+].O. Product: [Cl:1][C:2]1[CH:7]=[CH:6][C:5]([N+:8]([O-:10])=[O:9])=[C:4]([CH:3]=1)[NH:12][C:13]1[CH:18]=[CH:17][CH:16]=[CH:15][CH:14]=1. The catalyst class is: 16. (2) Reactant: [C:1]([O-])([O-])=[O:2].[K+].[K+].FC1C=CC=CC=1CBr.[CH3:16][O:17][C:18]1[C:23](C)=[CH:22][C:21]([N:25]2[C:30](=[O:31])[N:29]([CH2:32][C:33]3[C:38]([F:39])=[CH:37][C:36](F)=[CH:35][C:34]=3F)[C:28]3[CH:42]=[CH:43][CH:44]=[CH:45][C:27]=3[S:26]2(=[O:47])=[O:46])=[CH:20][C:19]=1C. Product: [CH3:1][O:2][C:19]1[CH:20]=[C:21]([N:25]2[C:30](=[O:31])[N:29]([CH2:32][C:33]3[CH:34]=[CH:35][CH:36]=[CH:37][C:38]=3[F:39])[C:28]3[CH:42]=[CH:43][CH:44]=[CH:45][C:27]=3[S:26]2(=[O:46])=[O:47])[CH:22]=[CH:23][C:18]=1[O:17][CH3:16]. The catalyst class is: 3. (3) Reactant: [OH:1][C:2]1[CH:9]=[CH:8][C:5]([CH:6]=[O:7])=[CH:4][CH:3]=1.Br[CH2:11][CH2:12][CH2:13][CH2:14][CH2:15][CH2:16][CH2:17][CH3:18].C([O-])([O-])=O.[K+].[K+]. Product: [CH2:11]([O:1][C:2]1[CH:9]=[CH:8][C:5]([CH:6]=[O:7])=[CH:4][CH:3]=1)[CH2:12][CH2:13][CH2:14][CH2:15][CH2:16][CH2:17][CH3:18]. The catalyst class is: 575.